From a dataset of Catalyst prediction with 721,799 reactions and 888 catalyst types from USPTO. Predict which catalyst facilitates the given reaction. Reactant: [F:1][C:2]1[CH:10]=[C:9]2[C:5]([C:6]([CH2:11][CH:12]([NH2:14])[CH3:13])=[CH:7][NH:8]2)=[CH:4][CH:3]=1.C(N(CC)CC)C.[C:22]1([CH3:34])[CH:27]=[C:26]([CH3:28])[CH:25]=[C:24]([CH3:29])[C:23]=1[S:30](Cl)(=[O:32])=[O:31]. Product: [F:1][C:2]1[CH:10]=[C:9]2[C:5]([C:6]([CH2:11][CH:12]([NH:14][S:30]([C:23]3[C:24]([CH3:29])=[CH:25][C:26]([CH3:28])=[CH:27][C:22]=3[CH3:34])(=[O:32])=[O:31])[CH3:13])=[CH:7][NH:8]2)=[CH:4][CH:3]=1. The catalyst class is: 2.